This data is from Forward reaction prediction with 1.9M reactions from USPTO patents (1976-2016). The task is: Predict the product of the given reaction. (1) Given the reactants [CH2:1]([C:8]1[CH:9]=[N:10][C:11]2[C:16]([C:17]=1[C:18]1[CH:19]=[C:20]([NH2:24])[CH:21]=[CH:22][CH:23]=1)=[CH:15][CH:14]=[CH:13][C:12]=2[C:25]([F:28])([F:27])[F:26])[C:2]1[CH:7]=[CH:6][CH:5]=[CH:4][CH:3]=1.[F:29][C:30]1[CH:35]=[CH:34][C:33]([C:36]2[CH:41]=[CH:40][CH:39]=[CH:38][CH:37]=2)=[CH:32][C:31]=1[CH:42]=O, predict the reaction product. The product is: [CH2:1]([C:8]1[CH:9]=[N:10][C:11]2[C:16]([C:17]=1[C:18]1[CH:19]=[C:20]([NH:24][CH2:42][C:31]3[CH:32]=[C:33]([C:36]4[CH:37]=[CH:38][CH:39]=[CH:40][CH:41]=4)[CH:34]=[CH:35][C:30]=3[F:29])[CH:21]=[CH:22][CH:23]=1)=[CH:15][CH:14]=[CH:13][C:12]=2[C:25]([F:28])([F:26])[F:27])[C:2]1[CH:3]=[CH:4][CH:5]=[CH:6][CH:7]=1. (2) Given the reactants [F:1][C:2]1[C:9]([O:10][C:11]2[CH:16]=[CH:15][CH:14]=[CH:13][CH:12]=2)=[C:8]([F:17])[CH:7]=[CH:6][C:3]=1[CH:4]=O.C[Si](C)(C)[N-:20][Si](C)(C)C.[Li+].CC(C)(O)[C:30]#[N:31], predict the reaction product. The product is: [NH2:20][CH:4]([C:3]1[CH:6]=[CH:7][C:8]([F:17])=[C:9]([O:10][C:11]2[CH:16]=[CH:15][CH:14]=[CH:13][CH:12]=2)[C:2]=1[F:1])[C:30]#[N:31]. (3) Given the reactants [OH:1][C:2]1[CH:3]=[CH:4][C:5]2[O:9][C:8]([C:10]([OH:12])=[O:11])=[CH:7][C:6]=2[CH:13]=1.C(=O)([O-])[O-].[Cs+].[Cs+].Cl[C:21]1[C:30]2[C:25](=[CH:26][C:27]([O:33][CH3:34])=[C:28]([O:31][CH3:32])[CH:29]=2)[N:24]=[CH:23][CH:22]=1.Cl, predict the reaction product. The product is: [CH3:32][O:31][C:28]1[CH:29]=[C:30]2[C:25](=[CH:26][C:27]=1[O:33][CH3:34])[N:24]=[CH:23][CH:22]=[C:21]2[O:1][C:2]1[CH:3]=[CH:4][C:5]2[O:9][C:8]([C:10]([OH:12])=[O:11])=[CH:7][C:6]=2[CH:13]=1. (4) Given the reactants [F:1][C:2]1[C:7]([F:8])=[C:6]([O:9]C)[CH:5]=[CH:4][C:3]=1[CH:11]1[CH2:13][CH:12]1[CH2:14][C:15]([O:17][CH2:18][CH3:19])=[O:16].B(Br)(Br)Br, predict the reaction product. The product is: [F:1][C:2]1[C:7]([F:8])=[C:6]([OH:9])[CH:5]=[CH:4][C:3]=1[CH:11]1[CH2:13][CH:12]1[CH2:14][C:15]([O:17][CH2:18][CH3:19])=[O:16]. (5) Given the reactants [C:1]([N:8]([CH3:13])[C@H:9]([CH2:11][OH:12])[CH3:10])([O:3][C:4]([CH3:7])([CH3:6])[CH3:5])=[O:2].C([O-])(O)=O.[Na+].[K+].[Br-].Cl[O-].[Na+], predict the reaction product. The product is: [C:4]([O:3][C:1](=[O:2])[N:8]([CH3:13])[C@@H:9]([CH3:10])[CH:11]=[O:12])([CH3:6])([CH3:7])[CH3:5]. (6) Given the reactants [Br:1][C:2]1[CH:15]=[CH:14][C:5]([C:6]([NH:8][CH2:9][Si:10]([CH3:13])([CH3:12])[CH3:11])=O)=[CH:4][C:3]=1[Cl:16].COC1C=CC(P2(=S)SP(=S)(C3C=CC(OC)=CC=3)[S:26]2)=CC=1, predict the reaction product. The product is: [Br:1][C:2]1[CH:15]=[CH:14][C:5]([C:6]([NH:8][CH2:9][Si:10]([CH3:13])([CH3:12])[CH3:11])=[S:26])=[CH:4][C:3]=1[Cl:16]. (7) The product is: [CH3:1][O:2][C:3](=[O:23])[CH2:4][C:5]1[C:14]([CH3:15])=[C:13]([CH:16]2[CH2:17][CH2:18][N:19]([C:32](=[O:33])[NH:31][C:26]3[CH:27]=[CH:28][CH:29]=[CH:30][C:25]=3[Cl:24])[CH2:20][CH2:21]2)[C:12]2[C:7](=[CH:8][CH:9]=[C:10]([F:22])[CH:11]=2)[CH:6]=1. Given the reactants [CH3:1][O:2][C:3](=[O:23])[CH2:4][C:5]1[C:14]([CH3:15])=[C:13]([CH:16]2[CH2:21][CH2:20][NH:19][CH2:18][CH2:17]2)[C:12]2[C:7](=[CH:8][CH:9]=[C:10]([F:22])[CH:11]=2)[CH:6]=1.[Cl:24][C:25]1[CH:30]=[CH:29][CH:28]=[CH:27][C:26]=1[N:31]=[C:32]=[O:33].C(N(CC)C(C)C)(C)C, predict the reaction product. (8) The product is: [CH:7]1([CH2:6][CH2:5][C:35]([C:25]2[C:26]3[N:30]=[C:29]([O:31][CH2:32][CH3:33])[NH:28][C:27]=3[CH:34]=[C:23]([C:22]3[C:18]([CH3:17])=[N:19][O:20][C:21]=3[CH3:43])[CH:24]=2)([C:37]2[CH:42]=[CH:41][CH:40]=[CH:39][N:38]=2)[OH:36])[CH2:9][CH2:8]1. Given the reactants [Mg].II.Br[CH2:5][CH2:6][CH:7]1[CH2:9][CH2:8]1.C1(CC[Mg]Br)CC1.[CH3:17][C:18]1[C:22]([C:23]2[CH:24]=[C:25]([C:35]([C:37]3[CH:42]=[CH:41][CH:40]=[CH:39][N:38]=3)=[O:36])[C:26]3[N:30]=[C:29]([O:31][CH2:32][CH3:33])[NH:28][C:27]=3[CH:34]=2)=[C:21]([CH3:43])[O:20][N:19]=1, predict the reaction product. (9) The product is: [C:15]([C:18]1[N:19]=[CH:20][N:21]2[C:26](=[O:27])[N:25]([CH2:28][C:29]([NH2:9])=[O:31])[N:24]=[N:23][C:22]=12)(=[O:17])[NH2:16]. Given the reactants ClC(OC(C)C)=O.C[N:9]1CCOCC1.[C:15]([C:18]1[N:19]=[CH:20][N:21]2[C:26](=[O:27])[N:25]([CH2:28][C:29]([OH:31])=O)[N:24]=[N:23][C:22]=12)(=[O:17])[NH2:16].N.C(N(CC)CC)C, predict the reaction product. (10) Given the reactants [CH:1]1([N:4]([CH3:17])[C:5]2[CH:10]=[CH:9][CH:8]=[C:7]([C:11]#[C:12][Si](C)(C)C)[CH:6]=2)[CH2:3][CH2:2]1.C(=O)([O-])[O-].[K+].[K+], predict the reaction product. The product is: [CH:1]1([N:4]([C:5]2[CH:10]=[CH:9][CH:8]=[C:7]([C:11]#[CH:12])[CH:6]=2)[CH3:17])[CH2:2][CH2:3]1.